This data is from Reaction yield outcomes from USPTO patents with 853,638 reactions. The task is: Predict the reaction yield, written as a fraction of the theoretical maximum amount of product (1.0 means a 100% yield; for example, 0.34 means a 34% yield). (1) The reactants are [CH:1]1([C:4]2[C:13]3[C:8](=[CH:9][CH:10]=[CH:11][CH:12]=3)[C:7]([N+:14]([O-])=O)=[CH:6][CH:5]=2)[CH2:3][CH2:2]1. The catalyst is C(O)C.[Pd]. The product is [NH2:14][C:7]1[C:8]2[C:13](=[CH:12][CH:11]=[CH:10][CH:9]=2)[C:4]([CH:1]2[CH2:3][CH2:2]2)=[CH:5][CH:6]=1. The yield is 0.730. (2) The reactants are [NH2:1][C:2]1[CH:3]=[C:4]([C:8]2[S:12][C:11]([C:13]3[CH:14]=[C:15]4[C:19](=[CH:20][CH:21]=3)[C:18](=[O:22])[N:17]([CH3:23])[CH2:16]4)=[CH:10][CH:9]=2)[CH:5]=[N:6][CH:7]=1.Cl[S:25]([C:28]1[CH:38]=[CH:37][C:31]([C:32]([O:34][CH2:35][CH3:36])=[O:33])=[CH:30][CH:29]=1)(=[O:27])=[O:26]. No catalyst specified. The product is [CH3:23][N:17]1[CH2:16][C:15]2[C:19](=[CH:20][CH:21]=[C:13]([C:11]3[S:12][C:8]([C:4]4[CH:3]=[C:2]([NH:1][S:25]([C:28]5[CH:29]=[CH:30][C:31]([C:32]([O:34][CH2:35][CH3:36])=[O:33])=[CH:37][CH:38]=5)(=[O:27])=[O:26])[CH:7]=[N:6][CH:5]=4)=[CH:9][CH:10]=3)[CH:14]=2)[C:18]1=[O:22]. The yield is 0.520. (3) The reactants are [CH2:1]([C:5]1[N:10]=[C:9]([CH3:11])[N:8]([C:12]2[CH:17]=[CH:16][CH:15]=[C:14]([O:18][CH2:19][CH2:20][O:21][Si](C(C)(C)C)(C)C)[CH:13]=2)[C:7](=[O:29])[C:6]=1[CH2:30][C:31]1[CH:36]=[CH:35][C:34]([C:37]2[CH:42]=[CH:41][CH:40]=[CH:39][C:38]=2[C:43]2[NH:47][C:46](=[O:48])[O:45][N:44]=2)=[CH:33][CH:32]=1)[CH2:2][CH2:3][CH3:4].[F-].C([N+](CCCC)(CCCC)CCCC)CCC.C(OCC)(=O)C.O. The catalyst is O1CCCC1. The product is [CH2:1]([C:5]1[N:10]=[C:9]([CH3:11])[N:8]([C:12]2[CH:17]=[CH:16][CH:15]=[C:14]([O:18][CH2:19][CH2:20][OH:21])[CH:13]=2)[C:7](=[O:29])[C:6]=1[CH2:30][C:31]1[CH:36]=[CH:35][C:34]([C:37]2[CH:42]=[CH:41][CH:40]=[CH:39][C:38]=2[C:43]2[NH:47][C:46](=[O:48])[O:45][N:44]=2)=[CH:33][CH:32]=1)[CH2:2][CH2:3][CH3:4]. The yield is 0.700. (4) The reactants are [CH3:1][N:2]([C:20]1[CH:25]=[CH:24][CH:23]=[CH:22][CH:21]=1)[C:3]([N:5]1[CH2:11][C:10]2[CH:12]=[CH:13][C:14]([C:16]([O:18]C)=O)=[CH:15][C:9]=2[O:8][CH2:7][CH2:6]1)=[O:4].[NH2:26][OH:27].[OH-].[Na+].Cl. The catalyst is C1COCC1.CO. The product is [OH:27][NH:26][C:16]([CH:14]1[CH2:13][CH:12]=[C:10]2[CH2:11][N:5]([C:3]([N:2]([CH3:1])[C:20]3[CH:21]=[CH:22][CH:23]=[CH:24][CH:25]=3)=[O:4])[CH2:6][CH2:7][O:8][C:9]2=[CH:15]1)=[O:18]. The yield is 0.940. (5) The product is [CH2:22]([N:19]1[C:20]2[CH:21]=[C:13]3[N:12]=[C:11]([C:5]4[C:4]5[C:8](=[CH:9][CH:10]=[C:2]([NH:1][C:28]([N:46]6[CH2:47][CH2:48][N:43]([C:40](=[O:42])[CH3:41])[CH2:44][CH2:45]6)=[O:29])[CH:3]=5)[NH:7][N:6]=4)[NH:27][C:14]3=[CH:15][C:16]=2[C:17]([CH3:26])([CH3:25])[C:18]1=[O:24])[CH3:23]. The yield is 0.260. The catalyst is C1COCC1. The reactants are [NH2:1][C:2]1[CH:3]=[C:4]2[C:8](=[CH:9][CH:10]=1)[NH:7][N:6]=[C:5]2[C:11]1[NH:12][C:13]2[C:14]([N:27]=1)=[CH:15][C:16]1[C:17]([CH3:26])([CH3:25])[C:18](=[O:24])[N:19]([CH2:22][CH3:23])[C:20]=1[CH:21]=2.[C:28](N1C=CN=C1)(N1C=CN=C1)=[O:29].[C:40]([N:43]1[CH2:48][CH2:47][NH:46][CH2:45][CH2:44]1)(=[O:42])[CH3:41]. (6) The catalyst is C(OCC)C. The product is [Cl:1][C:2]1[CH:3]=[CH:4][C:5]([N+:14]([O-:16])=[O:15])=[C:6]([CH2:8][CH:9]=[O:10])[CH:7]=1. The yield is 0.700. The reactants are [Cl:1][C:2]1[CH:3]=[CH:4][C:5]([N+:14]([O-:16])=[O:15])=[C:6]([CH2:8][C:9](OCC)=[O:10])[CH:7]=1.[H-].C([Al+]CC(C)C)C(C)C.C1(C)C=CC=CC=1. (7) The reactants are [N+:1]([C:4]1[CH:5]=[CH:6][C:7]([C:11]([F:14])([F:13])[F:12])=[C:8]([OH:10])[CH:9]=1)([O-])=O.BrC1C=CC([N+]([O-])=O)=CC=1O. The catalyst is CO.[Ni]. The product is [NH2:1][C:4]1[CH:5]=[CH:6][C:7]([C:11]([F:12])([F:13])[F:14])=[C:8]([OH:10])[CH:9]=1. The yield is 0.110.